From a dataset of Catalyst prediction with 721,799 reactions and 888 catalyst types from USPTO. Predict which catalyst facilitates the given reaction. (1) Reactant: [CH2:1]([O:3][C:4]1[CH:9]=[CH:8][C:7]([C:10]#[C:11][C:12]2[CH:17]=[CH:16][C:15]([CH:18]([CH3:22])[C:19]([OH:21])=O)=[CH:14][CH:13]=2)=[CH:6][CH:5]=1)[CH3:2].CCN(C(C)C)C(C)C.[NH2:32][C:33]1[N:37]([CH3:38])[N:36]=[C:35]([CH3:39])[CH:34]=1.CN(C(ON1N=NC2C=CC=CC1=2)=[N+](C)C)C.[B-](F)(F)(F)F. Product: [CH3:38][N:37]1[C:33]([NH:32][C:19](=[O:21])[CH:18]([C:15]2[CH:14]=[CH:13][C:12]([C:11]#[C:10][C:7]3[CH:6]=[CH:5][C:4]([O:3][CH2:1][CH3:2])=[CH:9][CH:8]=3)=[CH:17][CH:16]=2)[CH3:22])=[CH:34][C:35]([CH3:39])=[N:36]1. The catalyst class is: 1. (2) Reactant: [B-](F)(F)(F)F.[B-](F)(F)(F)F.C1[N+]2(CCl)CC[N+]([F:21])(CC2)C1.[CH2:22]([O:24][C:25](=[O:38])[C:26]1[CH:31]=[C:30]([C:32]([F:35])([F:34])[F:33])[C:29]([Cl:36])=[CH:28][C:27]=1[NH2:37])[CH3:23]. Product: [CH2:22]([O:24][C:25](=[O:38])[C:26]1[CH:31]=[C:30]([C:32]([F:35])([F:34])[F:33])[C:29]([Cl:36])=[C:28]([F:21])[C:27]=1[NH2:37])[CH3:23]. The catalyst class is: 10. (3) Reactant: FC(F)(F)C(O)=O.C(OC([N:15]1[CH2:19][C@H:18]2[N:20]([C:24](=[O:31])[C:25]3[CH:30]=[CH:29][CH:28]=[CH:27][CH:26]=3)[CH2:21][C:22](=[O:23])[C@H:17]2[N:16]1[C:32](=[O:55])[C@@H:33]([NH:38][C:39](=[O:54])[C:40]1[CH:45]=[CH:44][C:43]([NH:46]C(OC(C)(C)C)=O)=[CH:42][CH:41]=1)[CH2:34][CH:35]([CH3:37])[CH3:36])=O)(C)(C)C.C(=O)([O-])O.[Na+]. Product: [NH2:46][C:43]1[CH:42]=[CH:41][C:40]([C:39]([NH:38][CH:33]([C:32]([N:16]2[C@@H:17]3[C:22](=[O:23])[CH2:21][N:20]([C:24](=[O:31])[C:25]4[CH:26]=[CH:27][CH:28]=[CH:29][CH:30]=4)[C@@H:18]3[CH2:19][NH:15]2)=[O:55])[CH2:34][CH:35]([CH3:37])[CH3:36])=[O:54])=[CH:45][CH:44]=1. The catalyst class is: 4. (4) Reactant: [C:1]([O:4][C@H:5]1[C@H:10]([O:11][C:12](=[O:14])[CH3:13])[C@H:9]([O:15][C:16](=[O:18])[CH3:17])[C@H:8]([CH3:19])[O:7][C@H:6]1[O:20][CH2:21][CH2:22][NH:23]C(=O)OCC1C=CC=CC=1)(=[O:3])[CH3:2]. Product: [C:1]([O:4][C@H:5]1[C@H:10]([O:11][C:12](=[O:14])[CH3:13])[C@H:9]([O:15][C:16](=[O:18])[CH3:17])[C@H:8]([CH3:19])[O:7][C@H:6]1[O:20][CH2:21][CH2:22][NH2:23])(=[O:3])[CH3:2]. The catalyst class is: 522.